From a dataset of Forward reaction prediction with 1.9M reactions from USPTO patents (1976-2016). Predict the product of the given reaction. (1) The product is: [Br:27][CH:11]1[C:10](=[O:13])[CH:9]=[C:8]([C:14]2[CH:15]=[CH:16][C:17]([O:20][CH3:21])=[CH:18][CH:19]=2)[C:7]2[CH:22]=[C:3]([O:2][CH3:1])[C:4]([O:25][CH3:26])=[C:5]([O:23][CH3:24])[C:6]=2[O:12]1.[Br-:27]. Given the reactants [CH3:1][O:2][C:3]1[C:4]([O:25][CH3:26])=[C:5]([O:23][CH3:24])[C:6]2[O:12][CH2:11][C:10](=[O:13])[CH:9]=[C:8]([C:14]3[CH:19]=[CH:18][C:17]([O:20][CH3:21])=[CH:16][CH:15]=3)[C:7]=2[CH:22]=1.[Br-:27].[Br-].[Br-].C1([N+](C)(C)C)C=CC=CC=1.C1([N+](C)(C)C)C=CC=CC=1.C1([N+](C)(C)C)C=CC=CC=1, predict the reaction product. (2) Given the reactants [CH3:1][C:2]([S:5]([CH2:8][C:9]1[CH:16]=[CH:15][C:12]([C:13]#[N:14])=[CH:11][CH:10]=1)(=[O:7])=[O:6])([CH3:4])[CH3:3], predict the reaction product. The product is: [CH3:4][C:2]([S:5]([CH2:8][C:9]1[CH:10]=[CH:11][C:12]([CH2:13][NH2:14])=[CH:15][CH:16]=1)(=[O:7])=[O:6])([CH3:1])[CH3:3]. (3) Given the reactants Br[C:2]1[S:6][C:5]([CH3:7])=[C:4]([CH:8]([O:14][C:15]([CH3:18])([CH3:17])[CH3:16])[C:9]([O:11][CH2:12][CH3:13])=[O:10])[C:3]=1[C:19]1[CH:20]=[CH:21][C:22]2[O:27][CH2:26][CH2:25][CH2:24][C:23]=2[CH:28]=1.[NH:29]1[CH:33]=[CH:32][CH:31]=[N:30]1.C(=O)([O-])[O-].[K+].[K+].CN[C@@H]1CCCC[C@H]1NC, predict the reaction product. The product is: [C:15]([O:14][CH:8]([C:4]1[C:3]([C:19]2[CH:20]=[CH:21][C:22]3[O:27][CH2:26][CH2:25][CH2:24][C:23]=3[CH:28]=2)=[C:2]([N:29]2[CH:33]=[CH:32][CH:31]=[N:30]2)[S:6][C:5]=1[CH3:7])[C:9]([O:11][CH2:12][CH3:13])=[O:10])([CH3:18])([CH3:17])[CH3:16]. (4) Given the reactants [OH:1][C:2]1[C:9]([O:10]C)=[C:8]([N+:12]([O-:14])=[O:13])[CH:7]=[CH:6][C:3]=1[CH:4]=[O:5].B(Br)(Br)Br, predict the reaction product. The product is: [OH:1][C:2]1[C:9]([OH:10])=[C:8]([N+:12]([O-:14])=[O:13])[CH:7]=[CH:6][C:3]=1[CH:4]=[O:5]. (5) Given the reactants Br[C:2]1[CH:3]=[C:4]([C:8]2[C:13]3[S:14][C:15]4[CH:20]=[CH:19][CH:18]=[CH:17][C:16]=4[C:12]=3[CH:11]=[CH:10][CH:9]=2)[CH:5]=[CH:6][CH:7]=1.[I-:21].[Na+].CNC1CCCCC1NC, predict the reaction product. The product is: [I:21][C:2]1[CH:3]=[C:4]([C:8]2[C:13]3[S:14][C:15]4[CH:20]=[CH:19][CH:18]=[CH:17][C:16]=4[C:12]=3[CH:11]=[CH:10][CH:9]=2)[CH:5]=[CH:6][CH:7]=1. (6) The product is: [N+:1]([N:7]1[C:6]([Br:5])=[C:10]([Br:11])[C:9]([Br:12])=[N:8]1)([O-:4])=[O:2]. Given the reactants [N+:1]([O-:4])(O)=[O:2].[Br:5][C:6]1[C:10]([Br:11])=[C:9]([Br:12])[NH:8][N:7]=1.C(OC(=O)C)(=O)C, predict the reaction product.